From a dataset of Full USPTO retrosynthesis dataset with 1.9M reactions from patents (1976-2016). Predict the reactants needed to synthesize the given product. (1) The reactants are: [F:1][C:2]1[CH:3]=[C:4]([CH:6]=[C:7]([F:20])[C:8]=1[O:9][C:10]1[CH:15]=[CH:14][N:13]=[C:12]2[NH:16][CH:17]=[C:18]([CH3:19])[C:11]=12)[NH2:5].[Cl:21][C:22]1[CH:27]=[C:26](Cl)[N:25]=[C:24]([NH2:29])[N:23]=1.Cl.[OH-].[Na+]. Given the product [Cl:21][C:22]1[N:23]=[C:24]([NH2:29])[N:25]=[C:26]([NH:5][C:4]2[CH:3]=[C:2]([F:1])[C:8]([O:9][C:10]3[CH:15]=[CH:14][N:13]=[C:12]4[NH:16][CH:17]=[C:18]([CH3:19])[C:11]=34)=[C:7]([F:20])[CH:6]=2)[CH:27]=1, predict the reactants needed to synthesize it. (2) Given the product [CH3:1][O:2][C:3]1[CH:4]=[CH:5][C:6]([C@@H:9]([CH3:25])[C:10]([OH:11])=[O:26])=[CH:7][CH:8]=1, predict the reactants needed to synthesize it. The reactants are: [CH3:1][O:2][C:3]1[CH:8]=[CH:7][C:6]([C@@H:9]([CH3:25])[C:10](N2[C@@H](CC3C=CC=CC=3)COC2=O)=[O:11])=[CH:5][CH:4]=1.[OH-:26].[Li+].OO. (3) Given the product [CH3:1][C:2]([CH3:23])([CH3:22])[C@H:3]([NH:11][C:12](=[O:21])[CH2:13][O:14][C:15]1[CH:20]=[CH:19][CH:18]=[CH:17][CH:16]=1)[C:4]([OH:6])=[O:5], predict the reactants needed to synthesize it. The reactants are: [CH3:1][C:2]([CH3:23])([CH3:22])[C@H:3]([NH:11][C:12](=[O:21])[CH2:13][O:14][C:15]1[CH:20]=[CH:19][CH:18]=[CH:17][CH:16]=1)[C:4]([O:6]C(C)(C)C)=[O:5].FC(F)(F)C(O)=O. (4) Given the product [OH:19][N:18]=[CH:1][C:3]1[CH:15]=[CH:14][C:6]([C:7]([NH:9][C:10](=[O:13])[O:11][CH3:12])=[O:8])=[C:5]([CH3:16])[CH:4]=1, predict the reactants needed to synthesize it. The reactants are: [CH:1]([C:3]1[CH:15]=[CH:14][C:6]([C:7]([NH:9][C:10](=[O:13])[O:11][CH3:12])=[O:8])=[C:5]([CH3:16])[CH:4]=1)=O.Cl.[NH2:18][OH:19]. (5) Given the product [ClH:1].[NH2:54][CH2:53][C@H:50]1[CH2:49][CH2:48][C@H:47]([C:45]([NH:44][C@H:29]([C:30](=[O:43])[NH:31][C:32]2[CH:33]=[CH:34][C:35]([C:38]3[NH:42][N:41]=[N:40][N:39]=3)=[CH:36][CH:37]=2)[CH2:28][C:25]2[CH:26]=[CH:27][C:22]([C:18]3[CH:19]=[CH:20][CH:21]=[C:16]([C:14]([NH:13][CH2:12][CH2:11][N:5]4[CH2:10][CH2:9][O:8][CH2:7][CH2:6]4)=[O:15])[CH:17]=3)=[CH:23][CH:24]=2)=[O:46])[CH2:52][CH2:51]1, predict the reactants needed to synthesize it. The reactants are: [ClH:1].C(O)=O.[N:5]1([CH2:11][CH2:12][NH:13][C:14]([C:16]2[CH:17]=[C:18]([C:22]3[CH:27]=[CH:26][C:25]([CH2:28][C@H:29]([NH:44][C:45]([C@H:47]4[CH2:52][CH2:51][C@H:50]([CH2:53][NH:54]C(=O)OC(C)(C)C)[CH2:49][CH2:48]4)=[O:46])[C:30](=[O:43])[NH:31][C:32]4[CH:37]=[CH:36][C:35]([C:38]5[NH:42][N:41]=[N:40][N:39]=5)=[CH:34][CH:33]=4)=[CH:24][CH:23]=3)[CH:19]=[CH:20][CH:21]=2)=[O:15])[CH2:10][CH2:9][O:8][CH2:7][CH2:6]1.C(#N)C. (6) Given the product [CH2:1]([O:3][CH2:4][C:5]1[N:6]([CH2:17][CH2:18][CH:19]2[CH2:20][CH2:21][N:22]([C:31]([N:25]3[CH2:30][CH2:29][O:28][CH2:27][CH2:26]3)=[O:32])[CH2:23][CH2:24]2)[C:7]2[C:12]([CH3:13])=[C:11]([CH3:14])[N:10]=[C:9]([NH2:15])[C:8]=2[N:16]=1)[CH3:2], predict the reactants needed to synthesize it. The reactants are: [CH2:1]([O:3][CH2:4][C:5]1[N:6]([CH2:17][CH2:18][CH:19]2[CH2:24][CH2:23][NH:22][CH2:21][CH2:20]2)[C:7]2[C:12]([CH3:13])=[C:11]([CH3:14])[N:10]=[C:9]([NH2:15])[C:8]=2[N:16]=1)[CH3:2].[N:25]1([C:31](Cl)=[O:32])[CH2:30][CH2:29][O:28][CH2:27][CH2:26]1. (7) Given the product [F:22][C:23]1[CH:28]=[CH:27][CH:26]=[CH:25][C:24]=1[N:29]1[C:5]([C:7]2[CH:17]=[CH:16][C:10]3[O:11][CH2:12][C:13](=[O:15])[NH:14][C:9]=3[CH:8]=2)=[CH:4][C:3]([C:2]([F:20])([F:19])[F:1])=[N:30]1, predict the reactants needed to synthesize it. The reactants are: [F:1][C:2]([F:20])([F:19])[C:3](O)=[CH:4][C:5]([C:7]1[CH:17]=[CH:16][C:10]2[O:11][CH2:12][C:13](=[O:15])[NH:14][C:9]=2[CH:8]=1)=O.Cl.[F:22][C:23]1[CH:28]=[CH:27][CH:26]=[CH:25][C:24]=1[NH:29][NH2:30]. (8) Given the product [NH2:1][C:4]1[C:9]2[N:10]=[N:11][S:12][C:8]=2[CH:7]=[CH:6][CH:5]=1, predict the reactants needed to synthesize it. The reactants are: [N+:1]([C:4]1[C:9]2[N:10]=[N:11][S:12][C:8]=2[CH:7]=[CH:6][CH:5]=1)([O-])=O.C(O)(=O)C. (9) Given the product [CH3:16][S:17]([N:6]1[CH:5]=[C:4]([NH2:1])[CH:8]=[N:7]1)(=[O:19])=[O:18], predict the reactants needed to synthesize it. The reactants are: [N+:1]([C:4]1[CH:5]=[N:6][NH:7][CH:8]=1)([O-])=O.C(N(CC)CC)C.[CH3:16][S:17](Cl)(=[O:19])=[O:18].O. (10) Given the product [CH2:36]([S:22]([C:20]1[C:19]([O:26][CH3:27])=[CH:18][C:17]([CH:28]([CH3:30])[CH3:29])=[C:16]([CH:21]=1)[O:15][C:11]1[C:12]([NH2:14])=[N:13][C:8]([NH2:7])=[N:9][CH:10]=1)(=[O:24])=[O:23])[CH3:37], predict the reactants needed to synthesize it. The reactants are: S([O-])([O-])=O.[Na+].[Na+].[NH2:7][C:8]1[N:13]=[C:12]([NH2:14])[C:11]([O:15][C:16]2[C:17]([CH:28]([CH3:30])[CH3:29])=[CH:18][C:19]([O:26][CH3:27])=[C:20]([S:22](Cl)(=[O:24])=[O:23])[CH:21]=2)=[CH:10][N:9]=1.C(=O)(O)[O-].[Na+].[CH2:36](I)[CH3:37].